The task is: Predict the reactants needed to synthesize the given product.. This data is from Full USPTO retrosynthesis dataset with 1.9M reactions from patents (1976-2016). (1) Given the product [CH3:1][CH:2]([CH3:38])[CH:3]([NH:8][C:9]([C:11]1[O:15][N:14]=[C:13]([C:16]2[CH:21]=[CH:20][C:19]([NH:22][C:23](=[O:37])[C:24](=[O:36])[NH:25][C:26]3[CH:31]=[CH:30][CH:29]=[C:28]([C:32]([F:34])([F:35])[F:33])[CH:27]=3)=[CH:18][CH:17]=2)[CH:12]=1)=[O:10])[C:4]([OH:6])=[O:5], predict the reactants needed to synthesize it. The reactants are: [CH3:1][CH:2]([CH3:38])[CH:3]([NH:8][C:9]([C:11]1[O:15][N:14]=[C:13]([C:16]2[CH:21]=[CH:20][C:19]([NH:22][C:23](=[O:37])[C:24](=[O:36])[NH:25][C:26]3[CH:31]=[CH:30][CH:29]=[C:28]([C:32]([F:35])([F:34])[F:33])[CH:27]=3)=[CH:18][CH:17]=2)[CH:12]=1)=[O:10])[C:4]([O:6]C)=[O:5].O.[OH-].[Li+].Cl. (2) Given the product [CH3:1][C:2]([CH3:10])([CH3:9])[CH2:3][C@@H:4]([C:6]([O:8][C:19]([CH3:25])([CH3:20])[CH3:18])=[O:7])[NH2:5], predict the reactants needed to synthesize it. The reactants are: [CH3:1][C:2]([CH3:10])([CH3:9])[CH2:3][C@@H:4]([C:6]([OH:8])=[O:7])[NH2:5].Cl(O)(=O)(=O)=O.C1C=[C:20]2C(C(O)(O)[C:25](=O)[C:19]2=[CH:18]C=1)=O.CCO.C([O-])([O-])=O.[Na+].[Na+].[OH-].[Na+].